Task: Predict the product of the given reaction.. Dataset: Forward reaction prediction with 1.9M reactions from USPTO patents (1976-2016) (1) Given the reactants Cl.[Cl:2][C:3]1[CH:4]=[CH:5][CH:6]=[C:7]2[C:12]=1[N:11]=[C:10]([C:13]1[C:14]([CH3:19])=[N:15][CH:16]=[CH:17][CH:18]=1)[C:9]([CH:20](Cl)[CH3:21])=[CH:8]2.CN(C=O)C.[C:28]1(=[O:38])[NH:32][C:31](=[O:33])[C:30]2=[CH:34][CH:35]=[CH:36][CH:37]=[C:29]12.[K], predict the reaction product. The product is: [Cl:2][C:3]1[CH:4]=[CH:5][CH:6]=[C:7]2[C:12]=1[N:11]=[C:10]([C:13]1[C:14]([CH3:19])=[N:15][CH:16]=[CH:17][CH:18]=1)[C:9]([CH:20]([N:32]1[C:28](=[O:38])[C:29]3[C:30](=[CH:34][CH:35]=[CH:36][CH:37]=3)[C:31]1=[O:33])[CH3:21])=[CH:8]2. (2) Given the reactants [N+](C1C=CC=CC=1S([N:13]1[CH2:18][CH2:17][N:16]2[N:19]=[C:20]([C:22]([O:24][CH2:25][CH3:26])=[O:23])[CH:21]=[C:15]2[CH2:14]1)(=O)=O)([O-])=O.C(=O)([O-])[O-].[Cs+].[Cs+].C1(S)C=CC=CC=1, predict the reaction product. The product is: [N:19]1[N:16]2[CH2:17][CH2:18][NH:13][CH2:14][C:15]2=[CH:21][C:20]=1[C:22]([O:24][CH2:25][CH3:26])=[O:23]. (3) Given the reactants Cl[CH2:2][CH2:3][CH2:4]/[C:5](=[N:14]\[S@:15]([C:17]([CH3:20])([CH3:19])[CH3:18])=[O:16])/[C:6]1[CH:11]=[CH:10][CH:9]=[C:8]([O:12][CH3:13])[CH:7]=1, predict the reaction product. The product is: [CH3:18][C:17]([S@@:15]([N:14]1[CH2:2][CH2:3][CH2:4][C@@H:5]1[C:6]1[CH:11]=[CH:10][CH:9]=[C:8]([O:12][CH3:13])[CH:7]=1)=[O:16])([CH3:20])[CH3:19]. (4) The product is: [CH3:1][O:2][C:3]1[CH:11]=[CH:10][CH:9]=[C:8]2[C:4]=1[CH:5]=[C:6]([C:12]([NH:14][C:15]1[CH:20]=[CH:19][C:18]([C:33]3[N:34]=[C:35]([C@H:43]4[CH2:48][CH2:47][C@H:46]([N:49]5[CH2:54][CH2:53][N:52]([CH3:55])[CH2:51][CH2:50]5)[CH2:45][CH2:44]4)[N:36]4[CH:41]=[CH:40][N:39]=[C:38]([CH3:42])[C:37]=34)=[CH:17][C:16]=1[O:30][CH3:31])=[O:13])[NH:7]2. Given the reactants [CH3:1][O:2][C:3]1[CH:11]=[CH:10][CH:9]=[C:8]2[C:4]=1[CH:5]=[C:6]([C:12]([NH:14][C:15]1[CH:20]=[CH:19][C:18](B3OC(C)(C)C(C)(C)O3)=[CH:17][C:16]=1[O:30][CH3:31])=[O:13])[NH:7]2.Br[C:33]1[N:34]=[C:35]([C@H:43]2[CH2:48][CH2:47][C@H:46]([N:49]3[CH2:54][CH2:53][N:52]([CH3:55])[CH2:51][CH2:50]3)[CH2:45][CH2:44]2)[N:36]2[CH:41]=[CH:40][N:39]=[C:38]([CH3:42])[C:37]=12, predict the reaction product. (5) Given the reactants [Cl:1][C:2]1[CH:3]=[C:4]([N:9]([CH3:19])[CH2:10][C:11](=O)[CH2:12][C:13]([O:15]CC)=O)[CH:5]=[C:6]([Cl:8])[CH:7]=1.[Cl-].[CH2:21]([NH:28][NH2:29])[C:22]1[CH:27]=[CH:26][CH:25]=[CH:24][CH:23]=1.C(N(CC)CC)C, predict the reaction product. The product is: [CH2:21]([N:28]1[C:13](=[O:15])[CH:12]=[C:11]([CH2:10][N:9]([C:4]2[CH:5]=[C:6]([Cl:8])[CH:7]=[C:2]([Cl:1])[CH:3]=2)[CH3:19])[NH:29]1)[C:22]1[CH:27]=[CH:26][CH:25]=[CH:24][CH:23]=1. (6) Given the reactants [NH2:1][C:2]1[CH:7]=[CH:6][C:5]([O:8][CH3:9])=[CH:4][C:3]=1[NH:10][C:11]1[C:12]([CH3:21])=[C:13]([CH:18]=[CH:19][CH:20]=1)[C:14]([O:16][CH3:17])=[O:15].[C:22](OC(=O)C)(=O)[CH3:23], predict the reaction product. The product is: [CH3:9][O:8][C:5]1[CH:6]=[CH:7][C:2]2[N:1]=[C:22]([CH3:23])[N:10]([C:11]3[C:12]([CH3:21])=[C:13]([CH:18]=[CH:19][CH:20]=3)[C:14]([O:16][CH3:17])=[O:15])[C:3]=2[CH:4]=1. (7) Given the reactants [CH2:1]([O:8][CH2:9][C@@H:10]1[CH2:15][NH:14][C:13](=O)[C@H:12]([CH3:17])[O:11]1)[C:2]1[CH:7]=[CH:6][CH:5]=[CH:4][CH:3]=1.[AlH4-].[OH-].[Na+].O=[Si]=O, predict the reaction product. The product is: [CH2:1]([O:8][CH2:9][C@H:10]1[O:11][C@@H:12]([CH3:17])[CH2:13][NH:14][CH2:15]1)[C:2]1[CH:3]=[CH:4][CH:5]=[CH:6][CH:7]=1. (8) Given the reactants Br[C:2]1[CH:3]=[C:4]2[NH:10][C:9](C)=[CH:8][C:5]2=[N:6][CH:7]=1.[CH3:12][C:13]1[C:17](B(O)O)=[C:16]([CH3:21])[O:15][N:14]=1.C(=O)([O-])[O-].[K+].[K+], predict the reaction product. The product is: [CH3:12][C:13]1[C:17]([C:2]2[CH:3]=[C:4]3[NH:10][CH:9]=[CH:8][C:5]3=[N:6][CH:7]=2)=[C:16]([CH3:21])[O:15][N:14]=1.